This data is from Full USPTO retrosynthesis dataset with 1.9M reactions from patents (1976-2016). The task is: Predict the reactants needed to synthesize the given product. Given the product [NH2:25][C:26]1[N:35]=[C:34]([N:36]2[CH2:37][CH2:38][N:39]([CH3:42])[CH2:40][CH2:41]2)[C:33]2[C:28](=[CH:29][C:30]([C:43]([NH:55][C@@H:56]([CH2:61][C:62]3[CH:63]=[CH:64][C:65]([O:68][CH:69]([CH3:71])[CH3:70])=[CH:66][CH:67]=3)[C:57]([O:59][CH3:60])=[O:58])=[O:44])=[CH:31][CH:32]=2)[N:27]=1, predict the reactants needed to synthesize it. The reactants are: F[P-](F)(F)(F)(F)F.C[N+](C)=C(N(C)C)ON1C2N=CC=CC=2N=N1.[NH2:25][C:26]1[N:35]=[C:34]([N:36]2[CH2:41][CH2:40][N:39]([CH3:42])[CH2:38][CH2:37]2)[C:33]2[C:28](=[CH:29][C:30]([C:43](O)=[O:44])=[CH:31][CH:32]=2)[N:27]=1.C(N(CC)C(C)C)(C)C.[NH2:55][C@@H:56]([CH2:61][C:62]1[CH:67]=[CH:66][C:65]([O:68][CH:69]([CH3:71])[CH3:70])=[CH:64][CH:63]=1)[C:57]([O:59][CH3:60])=[O:58].